From a dataset of Forward reaction prediction with 1.9M reactions from USPTO patents (1976-2016). Predict the product of the given reaction. (1) Given the reactants C([O:3][C:4](=[O:34])[C:5]([O:9][C:10]1[CH:15]=[CH:14][CH:13]=[C:12]([CH2:16][CH2:17][CH2:18][N:19]2[C:24](=[O:25])[C:23]3[N:26]([CH3:32])[N:27]=[C:28]([CH2:29][CH2:30][CH3:31])[C:22]=3[N:21]=[C:20]2[CH3:33])[CH:11]=1)([CH3:8])[CH2:6][CH3:7])C.[OH-].[K+], predict the reaction product. The product is: [CH3:32][N:26]1[C:23]2[C:24](=[O:25])[N:19]([CH2:18][CH2:17][CH2:16][C:12]3[CH:11]=[C:10]([CH:15]=[CH:14][CH:13]=3)[O:9][C:5]([CH3:8])([CH2:6][CH3:7])[C:4]([OH:34])=[O:3])[C:20]([CH3:33])=[N:21][C:22]=2[C:28]([CH2:29][CH2:30][CH3:31])=[N:27]1. (2) Given the reactants [NH2:1][C:2]1[N:7]=[CH:6][C:5]([CH2:8][C:9]([O:11][C:12]([CH3:15])([CH3:14])[CH3:13])=[O:10])=[C:4]([CH2:16][CH3:17])[CH:3]=1.FC(F)(F)C(O[Si](C)(C)C)=O.[CH:29](OCC)(OCC)OCC.[N:39]([Si](C)(C)C)=[N+:40]=[N-:41], predict the reaction product. The product is: [CH2:16]([C:4]1[CH:3]=[C:2]([N:1]2[CH:29]=[N:39][N:40]=[N:41]2)[N:7]=[CH:6][C:5]=1[CH2:8][C:9]([O:11][C:12]([CH3:13])([CH3:15])[CH3:14])=[O:10])[CH3:17]. (3) Given the reactants C(OC([N:8]1[CH2:12][C@@H:11]([CH2:13][N:14]([CH:31]([CH3:33])[CH3:32])[C:15](=[O:30])[C:16]2[CH:21]=[CH:20][C:19]([O:22][CH3:23])=[C:18]([O:24][CH2:25][CH2:26][CH2:27][O:28][CH3:29])[CH:17]=2)[C@H:10]([OH:34])[CH2:9]1)=O)(C)(C)C.Br[CH2:36][C:37]1[CH:38]=[C:39]2[C:44](=[CH:45][CH:46]=1)[C:43]([CH3:48])([CH3:47])[CH2:42][CH2:41][C:40]2([CH3:50])[CH3:49].CC#N.O.CC#N, predict the reaction product. The product is: [CH:31]([N:14]([CH2:13][C@H:11]1[C@H:10]([O:34][CH2:36][C:37]2[CH:46]=[CH:45][C:44]3[C:43]([CH3:48])([CH3:47])[CH2:42][CH2:41][C:40]([CH3:50])([CH3:49])[C:39]=3[CH:38]=2)[CH2:9][NH:8][CH2:12]1)[C:15](=[O:30])[C:16]1[CH:21]=[CH:20][C:19]([O:22][CH3:23])=[C:18]([O:24][CH2:25][CH2:26][CH2:27][O:28][CH3:29])[CH:17]=1)([CH3:33])[CH3:32]. (4) Given the reactants [NH:1]1[C:5]([C:6]2[CH:7]=[CH:8][C:9]3[S:14][C:13]4[N:15]=[CH:16][CH:17]=[N:18][C:12]=4[N:11](COC)[C:10]=3[CH:22]=2)=[N:4][N:3]=[N:2]1, predict the reaction product. The product is: [NH:1]1[C:5]([C:6]2[CH:7]=[CH:8][C:9]3[S:14][C:13]4[N:15]=[CH:16][CH:17]=[N:18][C:12]=4[NH:11][C:10]=3[CH:22]=2)=[N:4][N:3]=[N:2]1.